From a dataset of Catalyst prediction with 721,799 reactions and 888 catalyst types from USPTO. Predict which catalyst facilitates the given reaction. Reactant: Cl.[NH2:2][CH2:3][C:4]#[N:5].CCN(C(C)C)C(C)C.C(OC([O-])=O)(ON1C(=O)CC([C:24]([O:26][CH2:27][CH:28]2[C:40]3[C:35](=[CH:36][CH:37]=[CH:38][CH:39]=3)[C:34]3[C:29]2=[CH:30][CH:31]=[CH:32][CH:33]=3)=[O:25])C1=O)=O.O. Product: [C:24]([NH:5][CH2:4][C:3]#[N:2])([O:26][CH2:27][CH:28]1[C:29]2[C:34](=[CH:33][CH:32]=[CH:31][CH:30]=2)[C:35]2[C:40]1=[CH:39][CH:38]=[CH:37][CH:36]=2)=[O:25]. The catalyst class is: 3.